From a dataset of Reaction yield outcomes from USPTO patents with 853,638 reactions. Predict the reaction yield, written as a fraction of the theoretical maximum amount of product (1.0 means a 100% yield; for example, 0.34 means a 34% yield). (1) The reactants are [F:1][C:2]1[CH:34]=[CH:33][C:5]([CH2:6][N:7]2[C:11]3[CH:12]=[N:13][C:14]4[C:15](=[O:29])[N:16]([O:20][CH2:21][O:22][CH2:23][CH2:24][Si:25]([CH3:28])([CH3:27])[CH3:26])[CH2:17][CH2:18][C:19]=4[C:10]=3[C:9]([CH2:30][CH:31]=[O:32])=[CH:8]2)=[CH:4][CH:3]=1.[BH4-].[Na+]. The catalyst is CO. The product is [F:1][C:2]1[CH:3]=[CH:4][C:5]([CH2:6][N:7]2[C:11]3[CH:12]=[N:13][C:14]4[C:15](=[O:29])[N:16]([O:20][CH2:21][O:22][CH2:23][CH2:24][Si:25]([CH3:26])([CH3:27])[CH3:28])[CH2:17][CH2:18][C:19]=4[C:10]=3[C:9]([CH2:30][CH2:31][OH:32])=[CH:8]2)=[CH:33][CH:34]=1. The yield is 0.660. (2) The reactants are [CH2:1]([C:3]1[CH:4]=[CH:5][C:6]([CH:9]=[CH2:10])=[N:7][CH:8]=1)[CH3:2].BrN1C(=[O:17])CCC1=O.[OH-].[Na+].[OH:21][C:22]1[CH:29]=[CH:28][C:25]([CH:26]=[O:27])=[CH:24][CH:23]=1. The catalyst is C(O)(C)(C)C.O.C1(C)C=CC=CC=1. The product is [CH2:1]([C:3]1[CH:4]=[CH:5][C:6]([CH:9]([OH:17])[CH2:10][O:21][C:22]2[CH:29]=[CH:28][C:25]([CH:26]=[O:27])=[CH:24][CH:23]=2)=[N:7][CH:8]=1)[CH3:2]. The yield is 0.840. (3) The reactants are [OH:1][C:2]1[C:10]2[N:9]=[C:8]([CH3:11])[N:7]([CH3:12])[C:6]=2[CH:5]=[C:4]([C:13]([N:15]([CH3:17])[CH3:16])=[O:14])[CH:3]=1.Cl[CH:19]1[C:28]2[C:23](=[CH:24][CH:25]=[CH:26][C:27]=2[CH3:29])[O:22][CH2:21][CH2:20]1. No catalyst specified. The product is [CH3:17][N:15]([CH3:16])[C:13]([C:4]1[CH:3]=[C:2]([O:1][CH:19]2[C:28]3[C:23](=[CH:24][CH:25]=[CH:26][C:27]=3[CH3:29])[O:22][CH2:21][CH2:20]2)[C:10]2[N:9]=[C:8]([CH3:11])[N:7]([CH3:12])[C:6]=2[CH:5]=1)=[O:14]. The yield is 0.500. (4) The reactants are P(Br)(Br)[Br:2].CN(C)[CH:7]=[O:8].[F:10][C:11]1[CH:20]=[C:19]([F:21])[CH:18]=[C:17]2[C:12]=1[CH2:13][CH2:14][C:15](=O)[CH2:16]2.C(=O)(O)[O-].[Na+]. The catalyst is C(Cl)(Cl)Cl. The product is [Br:2][C:15]1[CH2:14][CH2:13][C:12]2[C:17](=[CH:18][C:19]([F:21])=[CH:20][C:11]=2[F:10])[C:16]=1[CH:7]=[O:8]. The yield is 0.630. (5) The reactants are [CH:1]1([C:6]([O:8][CH2:9][O:10][C:11]2[N:16]=[C:15]([NH:17]C=O)[C:14]([F:20])=[CH:13][N:12]=2)=[O:7])[CH2:5][CH2:4][CH2:3][CH2:2]1.C(O)C.O.NN. The catalyst is CCOCC. The product is [CH:1]1([C:6]([O:8][CH2:9][O:10][C:11]2[N:16]=[C:15]([NH2:17])[C:14]([F:20])=[CH:13][N:12]=2)=[O:7])[CH2:5][CH2:4][CH2:3][CH2:2]1. The yield is 0.360. (6) The reactants are [Al+3].[Cl-].[Cl-].[Cl-].C(O[C:9](=[O:11])[CH3:10])(=O)C.[C:12]1([S:18]([N:21]2[C:29]3[C:24](=[CH:25][CH:26]=[CH:27][CH:28]=3)[CH2:23][CH2:22]2)(=[O:20])=[O:19])[CH:17]=[CH:16][CH:15]=[CH:14][CH:13]=1. The catalyst is C(Cl)Cl. The product is [C:12]1([S:18]([N:21]2[C:29]3[C:24](=[CH:25][C:26]([C:9](=[O:11])[CH3:10])=[CH:27][CH:28]=3)[CH2:23][CH2:22]2)(=[O:20])=[O:19])[CH:13]=[CH:14][CH:15]=[CH:16][CH:17]=1. The yield is 0.790. (7) The product is [CH2:1]([N:8]1[CH2:12][CH2:11][CH:10]([CH2:13][OH:14])[CH2:9]1)[C:2]1[CH:7]=[CH:6][CH:5]=[CH:4][CH:3]=1. The reactants are [CH2:1]([N:8]1[CH2:12][CH2:11][CH:10]([C:13](OC)=[O:14])[CH2:9]1)[C:2]1[CH:7]=[CH:6][CH:5]=[CH:4][CH:3]=1.[H-].[Al+3].[Li+].[H-].[H-].[H-]. The catalyst is O1CCCC1. The yield is 0.880. (8) The reactants are Br[C:2]1[C:3](=[O:14])[O:4][C:5]2[C:10]([C:11]=1[CH3:12])=[CH:9][CH:8]=[C:7]([OH:13])[CH:6]=2.Cl.[CH3:16][N:17]1[CH2:22][CH2:21][N:20]([C:23]([C:25]2[CH:30]=[CH:29][C:28](B(O)O)=[CH:27][CH:26]=2)=[O:24])[CH2:19][CH2:18]1.C(OC(O)C)C. The catalyst is CC([O-])=O.CC([O-])=O.[Pd+2].COC1C=CC=C(OC)C=1C1C=CC=CC=1P(C1CCCCC1)C1CCCCC1.O. The product is [OH:13][C:7]1[CH:6]=[C:5]2[C:10]([C:11]([CH3:12])=[C:2]([C:28]3[CH:27]=[CH:26][C:25]([C:23]([N:20]4[CH2:21][CH2:22][N:17]([CH3:16])[CH2:18][CH2:19]4)=[O:24])=[CH:30][CH:29]=3)[C:3](=[O:14])[O:4]2)=[CH:9][CH:8]=1. The yield is 0.810. (9) The reactants are [CH2:1]([O:3][C:4]([C:6]1[C:15](=O)[C:14]2[C:9](=[CH:10][CH:11]=[C:12]([O:17][CH3:18])[N:13]=2)[NH:8][CH:7]=1)=[O:5])[CH3:2].P(Br)(Br)[Br:20].O.C(=O)([O-])[O-].[Na+].[Na+]. The catalyst is CN(C=O)C. The product is [CH2:1]([O:3][C:4]([C:6]1[CH:7]=[N:8][C:9]2[C:14]([C:15]=1[Br:20])=[N:13][C:12]([O:17][CH3:18])=[CH:11][CH:10]=2)=[O:5])[CH3:2]. The yield is 0.900.